Dataset: Forward reaction prediction with 1.9M reactions from USPTO patents (1976-2016). Task: Predict the product of the given reaction. (1) Given the reactants [Cl:1][C:2]1[C:7]([NH2:8])=[C:6](Cl)[N:5]=[CH:4][N:3]=1.[NH3:10], predict the reaction product. The product is: [NH2:8][C:7]1[C:2]([Cl:1])=[N:3][CH:4]=[N:5][C:6]=1[NH2:10]. (2) Given the reactants [CH3:1][O:2][C:3]([C:5]1[CH:10]=[CH:9][C:8]([C:11](=[O:28])[CH2:12][CH2:13][C:14]([C:16]2[CH:21]=[CH:20][C:19]([O:22][CH2:23][CH2:24][CH2:25][CH2:26][CH3:27])=[CH:18][CH:17]=2)=O)=[CH:7][CH:6]=1)=[O:4].O.C1(C)C=CC(S(O)(=O)=O)=CC=1, predict the reaction product. The product is: [CH2:23]([O:22][C:19]1[CH:20]=[CH:21][C:16]([C:14]2[O:28][C:11]([C:8]3[CH:9]=[CH:10][C:5]([C:3]([O:2][CH3:1])=[O:4])=[CH:6][CH:7]=3)=[CH:12][CH:13]=2)=[CH:17][CH:18]=1)[CH2:24][CH2:25][CH2:26][CH3:27]. (3) Given the reactants [CH3:1][C:2]1[CH:10]=[CH:9][C:8]([N+:11]([O-:13])=[O:12])=[C:7]2[C:3]=1[CH:4]=[C:5]([C:14]([O:16][CH2:17][CH3:18])=[O:15])[NH:6]2.[H-].[Na+].CN(C)C=O.[CH3:26][O:27][CH2:28]Cl, predict the reaction product. The product is: [CH3:26][O:27][CH2:28][N:6]1[C:7]2[C:3](=[C:2]([CH3:1])[CH:10]=[CH:9][C:8]=2[N+:11]([O-:13])=[O:12])[CH:4]=[C:5]1[C:14]([O:16][CH2:17][CH3:18])=[O:15]. (4) Given the reactants [N:1]([C:4]1([C:14]2[CH:19]=[CH:18][C:17]([C:20]([F:23])([F:22])[F:21])=[CH:16][CH:15]=2)[C:13]2[N:12]=[CH:11][CH:10]=[CH:9][C:8]=2[CH2:7][CH2:6][CH2:5]1)=[N+]=[N-].[H-].[H-].[H-].[H-].[Li+].[Al+3], predict the reaction product. The product is: [F:23][C:20]([F:21])([F:22])[C:17]1[CH:18]=[CH:19][C:14]([C:4]2([NH2:1])[C:13]3[N:12]=[CH:11][CH:10]=[CH:9][C:8]=3[CH2:7][CH2:6][CH2:5]2)=[CH:15][CH:16]=1.